From a dataset of Forward reaction prediction with 1.9M reactions from USPTO patents (1976-2016). Predict the product of the given reaction. (1) Given the reactants [NH:1]1[CH:5]=[CH:4][N:3]=[C:2]1[C:6]([O:8][CH2:9][CH3:10])=[O:7].[NH2:11]O, predict the reaction product. The product is: [NH2:11][N:1]1[CH:5]=[CH:4][N:3]=[C:2]1[C:6]([O:8][CH2:9][CH3:10])=[O:7]. (2) Given the reactants [N+:1]([CH:4]=[C:5]1[CH2:10][CH2:9][C:8]([C:15]2[CH:20]=[CH:19][CH:18]=[CH:17][CH:16]=2)([C:11]([O:13][CH3:14])=[O:12])[CH2:7][CH2:6]1)([O-])=O, predict the reaction product. The product is: [NH3:1].[NH2:1][CH2:4][CH:5]1[CH2:10][CH2:9][C:8]([C:15]2[CH:16]=[CH:17][CH:18]=[CH:19][CH:20]=2)([C:11]([O:13][CH3:14])=[O:12])[CH2:7][CH2:6]1. (3) Given the reactants [F:1][C:2]1[CH:3]=[C:4]([CH:12]2[CH2:16][CH2:15][CH2:14][NH:13]2)[C:5]2[O:10][CH2:9][CH2:8][O:7][C:6]=2[CH:11]=1.Br[C:18]1[CH:23]=[CH:22][N:21]2[N:24]=[CH:25][C:26]([C:27]([O:29][CH2:30][CH3:31])=[O:28])=[C:20]2[CH:19]=1, predict the reaction product. The product is: [F:1][C:2]1[CH:3]=[C:4]([CH:12]2[CH2:16][CH2:15][CH2:14][N:13]2[C:18]2[CH:23]=[CH:22][N:21]3[N:24]=[CH:25][C:26]([C:27]([O:29][CH2:30][CH3:31])=[O:28])=[C:20]3[CH:19]=2)[C:5]2[O:10][CH2:9][CH2:8][O:7][C:6]=2[CH:11]=1.